Dataset: Reaction yield outcomes from USPTO patents with 853,638 reactions. Task: Predict the reaction yield, written as a fraction of the theoretical maximum amount of product (1.0 means a 100% yield; for example, 0.34 means a 34% yield). (1) The reactants are CO[C:3]1(OC)[CH2:7][CH2:6][CH2:5]O1.[NH2:10][C:11]1[CH:12]=[CH:13][C:14]([Br:20])=[C:15]([CH:19]=1)[C:16]([OH:18])=[O:17]. The catalyst is CC(O)=O. The product is [Br:20][C:14]1[CH:13]=[CH:12][C:11]([N:10]2[CH:3]=[CH:7][CH:6]=[CH:5]2)=[CH:19][C:15]=1[C:16]([OH:18])=[O:17]. The yield is 0.680. (2) The reactants are [CH2:1]([C:3]1[CH:4]=[C:5]2[C:9](=[CH:10][CH:11]=1)[NH:8][CH2:7][CH2:6]2)[CH3:2].[N+:12]([O-])([O-:14])=[O:13].[K+].[OH-].[Na+]. The catalyst is OS(O)(=O)=O. The product is [CH2:1]([C:3]1[CH:4]=[C:5]2[C:9](=[CH:10][C:11]=1[N+:12]([O-:14])=[O:13])[NH:8][CH2:7][CH2:6]2)[CH3:2]. The yield is 0.580. (3) The reactants are [NH2:1][CH2:2][C:3]1[CH:8]=[CH:7][CH:6]=[C:5]2[N:9]([C:24]3[C:25]4[C@H:32]([CH3:33])[CH2:31][CH2:30][C:26]=4[N:27]=[CH:28][N:29]=3)[CH2:10][C:11]3([CH2:16][CH2:15][N:14]([C:17]([O:19][C:20]([CH3:23])([CH3:22])[CH3:21])=[O:18])[CH2:13][CH2:12]3)[C:4]=12.Cl[C:35]1[N:40]=[CH:39][CH:38]=[CH:37][N:36]=1.C(N(CC)CC)C. The catalyst is CN(C=O)C.CO. The product is [CH3:33][C@H:32]1[C:25]2[C:24]([N:9]3[C:5]4[C:4](=[C:3]([CH2:2][NH:1][C:35]5[N:40]=[CH:39][CH:38]=[CH:37][N:36]=5)[CH:8]=[CH:7][CH:6]=4)[C:11]4([CH2:16][CH2:15][N:14]([C:17]([O:19][C:20]([CH3:21])([CH3:22])[CH3:23])=[O:18])[CH2:13][CH2:12]4)[CH2:10]3)=[N:29][CH:28]=[N:27][C:26]=2[CH2:30][CH2:31]1. The yield is 0.400. (4) The reactants are [CH2:1]([O:8][C:9]([NH:11][C:12]1[C:13]([C:23]([O:25]CC)=[O:24])=[N:14][C:15]2[C:20]([CH:21]=1)=[CH:19][CH:18]=[C:17](Br)[CH:16]=2)=[O:10])[C:2]1[CH:7]=[CH:6][CH:5]=[CH:4][CH:3]=1.O1C=[C:31](B2OC(C)(C)C(C)(C)O2)[CH:30]=[N:29]1.C(=O)([O-])[O-].[Cs+].[Cs+].CC(O)=O. The catalyst is CC(C1C=C(C(C)C)C(C2C=CC=C(P(C3CCCCC3)C3CCCCC3)C=2)=C(C(C)C)C=1)C.C1C=[C-]C(C2C(N)=CC=CC=2)=CC=1.Cl[Pd+]. The product is [CH2:1]([O:8][C:9]([NH:11][C:12]1[C:13]([C:23]([OH:25])=[O:24])=[N:14][C:15]2[C:20]([CH:21]=1)=[CH:19][CH:18]=[C:17]([CH2:31][C:30]#[N:29])[CH:16]=2)=[O:10])[C:2]1[CH:7]=[CH:6][CH:5]=[CH:4][CH:3]=1. The yield is 0.520. (5) No catalyst specified. The yield is 0.340. The reactants are [Br:1][C:2]1[C:3](=[O:17])[NH:4][C:5](=[O:16])[N:6]([CH2:8][CH2:9][C:10]2[CH:15]=[CH:14][CH:13]=[CH:12][CH:11]=2)[N:7]=1.[F:18]C1C=C(CCI)C=CC=1.C(I)CC1C=CC=CC=1. The product is [Br:1][C:2]1[C:3](=[O:17])[NH:4][C:5](=[O:16])[N:6]([CH2:8][CH2:9][C:10]2[CH:15]=[CH:14][CH:13]=[CH:12][C:11]=2[F:18])[N:7]=1. (6) The reactants are [CH3:1][O:2][C:3]([C@@H:5]([N:13]1[CH2:21][C:17]2[CH:18]=[CH:19][S:20][C:16]=2[CH2:15][CH2:14]1)[C:6]1[CH:7]=[CH:8][CH:9]=[CH:10][C:11]=1[Cl:12])=[O:4].[S:22](=[O:26])(=[O:25])([OH:24])[OH:23]. The catalyst is C1(C)C=CC=CC=1. The product is [CH3:1][O:2][C:3]([C@@H:5]([N:13]1[CH2:21][C:17]2[CH:18]=[CH:19][S:20][C:16]=2[CH2:15][CH2:14]1)[C:6]1[C:11]([Cl:12])=[CH:10][CH:9]=[CH:8][CH:7]=1)=[O:4].[OH:25][S:22]([OH:26])(=[O:24])=[O:23]. The yield is 0.820. (7) The reactants are [NH2:1][C:2]1[CH:3]=[C:4]([OH:12])[C:5](=[CH:10][CH:11]=1)[C:6]([O:8][CH3:9])=[O:7].[Br:13][C:14]1[CH:15]=[C:16]([CH:22]=[CH:23][CH:24]=1)[CH2:17][S:18](Cl)(=[O:20])=[O:19]. No catalyst specified. The product is [Br:13][C:14]1[CH:15]=[C:16]([CH:22]=[CH:23][CH:24]=1)[CH2:17][S:18]([NH:1][C:2]1[CH:11]=[CH:10][C:5]([C:6]([O:8][CH3:9])=[O:7])=[C:4]([OH:12])[CH:3]=1)(=[O:20])=[O:19]. The yield is 0.450.